Dataset: Reaction yield outcomes from USPTO patents with 853,638 reactions. Task: Predict the reaction yield, written as a fraction of the theoretical maximum amount of product (1.0 means a 100% yield; for example, 0.34 means a 34% yield). (1) The catalyst is C(Cl)Cl. The reactants are [CH3:1][O:2][C:3]1[CH:4]=[C:5]2[C:10](=[CH:11][C:12]=1[O:13][CH3:14])[N:9]=[CH:8][CH:7]=[C:6]2[O:15][C:16]1[CH:22]=[CH:21][C:19]([NH2:20])=[C:18]([CH3:23])[C:17]=1[CH3:24].C1(C)C=CC=CC=1.C(N(CC)CC)C.Cl[C:40](Cl)([O:42][C:43](=[O:49])OC(Cl)(Cl)Cl)Cl.[CH3:51][C:52]1[CH:57]=[CH:56][C:55]([CH3:58])=[CH:54][C:53]=1[S:59][CH2:60]CO. The product is [CH3:1][O:2][C:3]1[CH:4]=[C:5]2[C:10](=[CH:11][C:12]=1[O:13][CH3:14])[N:9]=[CH:8][CH:7]=[C:6]2[O:15][C:16]1[CH:22]=[CH:21][C:19]([NH:20][C:43](=[O:49])[O:42][CH2:40][CH2:60][S:59][C:53]2[CH:54]=[C:55]([CH3:58])[CH:56]=[CH:57][C:52]=2[CH3:51])=[C:18]([CH3:23])[C:17]=1[CH3:24]. The yield is 0.810. (2) The reactants are [Mg].Br[CH:3]1[CH2:5][CH2:4]1.[C:6]([C:8]1[CH:13]=[CH:12][CH:11]=[CH:10][N:9]=1)#N.C([O:16]CC)C. The catalyst is II. The product is [CH:3]1([C:6]([C:8]2[CH:13]=[CH:12][CH:11]=[CH:10][N:9]=2)=[O:16])[CH2:5][CH2:4]1. The yield is 0.520. (3) The catalyst is [Cl-].C([N+](CC)(CC)CC)C.C(#N)C.CCOC(C)=O.Cl[Pd](Cl)([P](C1C=CC=CC=1)(C1C=CC=CC=1)C1C=CC=CC=1)[P](C1C=CC=CC=1)(C1C=CC=CC=1)C1C=CC=CC=1. The product is [C:35]([C:2]1[CH:3]=[C:4]([C:26]([F:28])([F:27])[F:29])[C:5]2[N:6]([C:8]([Cl:25])=[C:9]([C:11]([N:13]3[CH2:18][CH2:17][CH:16]([N:19]4[CH2:23][CH2:22][O:21][C:20]4=[O:24])[CH2:15][CH2:14]3)=[O:12])[N:10]=2)[CH:7]=1)(=[O:37])[CH3:36]. The reactants are Br[C:2]1[CH:3]=[C:4]([C:26]([F:29])([F:28])[F:27])[C:5]2[N:6]([C:8]([Cl:25])=[C:9]([C:11]([N:13]3[CH2:18][CH2:17][CH:16]([N:19]4[CH2:23][CH2:22][O:21][C:20]4=[O:24])[CH2:15][CH2:14]3)=[O:12])[N:10]=2)[CH:7]=1.C([Sn](CCCC)(CCCC)[C:35]([O:37]CC)=[CH2:36])CCC.Cl. The yield is 0.620. (4) The reactants are [OH:1][C:2]1[C:7]([CH3:8])=[N:6][N:5]([CH3:9])[C:4](=[O:10])[C:3]=1C(OC)=O.Cl. The catalyst is O1CCOCC1.CCOC(C)=O. The product is [OH:1][C:2]1[C:7]([CH3:8])=[N:6][N:5]([CH3:9])[C:4](=[O:10])[CH:3]=1. The yield is 0.350. (5) The reactants are [C:1]1([N:7]2[CH:11]=[C:10]([C:12]([NH:14][CH2:15][CH2:16][NH:17][C:18]([CH:20]3[CH2:25][CH2:24][CH2:23][NH:22][CH2:21]3)=[O:19])=[O:13])[C:9]([C:26]([F:29])([F:28])[F:27])=[N:8]2)[CH:6]=[CH:5][CH:4]=[CH:3][CH:2]=1.[CH:30](=O)[CH2:31][CH3:32].C(O[BH-](OC(=O)C)OC(=O)C)(=O)C.[Na+].[OH-].[Na+]. The catalyst is C(Cl)Cl.C(O)(=O)C. The product is [C:1]1([N:7]2[CH:11]=[C:10]([C:12]([NH:14][CH2:15][CH2:16][NH:17][C:18]([CH:20]3[CH2:25][CH2:24][CH2:23][N:22]([CH2:30][CH2:31][CH3:32])[CH2:21]3)=[O:19])=[O:13])[C:9]([C:26]([F:28])([F:29])[F:27])=[N:8]2)[CH:2]=[CH:3][CH:4]=[CH:5][CH:6]=1. The yield is 0.630. (6) The reactants are [CH:1]([C:3]1[CH:11]=[CH:10][C:6]([C:7]([OH:9])=[O:8])=[CH:5][CH:4]=1)=[CH2:2].[C:12](C1C=C(O)C(=CC=1)O)([CH3:15])([CH3:14])[CH3:13].C1CCN2C(=NCCC2)CC1.C(=O)([O-])[O-].[K+].[K+]. The catalyst is C(OCC)C.CC(O)(C)C.CN(C)C=O. The product is [CH:1]([C:3]1[CH:11]=[CH:10][C:6]([C:7]([O:9][C:12]([CH3:15])([CH3:14])[CH3:13])=[O:8])=[CH:5][CH:4]=1)=[CH2:2]. The yield is 0.880. (7) The reactants are [CH2:1]([O:8][C:9]1[CH:14]=[CH:13][C:12]([CH2:15][CH2:16][CH2:17][CH2:18][CH2:19][CH2:20][CH2:21][S:22](Cl)(=[O:24])=[O:23])=[CH:11][CH:10]=1)[C:2]1[CH:7]=[CH:6][CH:5]=[CH:4][CH:3]=1.[CH3:26][OH:27]. The catalyst is C(OCC)C. The product is [CH3:26][O:27][S:22]([CH2:21][CH2:20][CH2:19][CH2:18][CH2:17][CH2:16][CH2:15][C:12]1[CH:11]=[CH:10][C:9]([O:8][CH2:1][C:2]2[CH:7]=[CH:6][CH:5]=[CH:4][CH:3]=2)=[CH:14][CH:13]=1)(=[O:24])=[O:23]. The yield is 0.820. (8) The reactants are [NH2:1][C:2]1[CH:7]=[CH:6][C:5]([NH:8][C:9](=[O:11])[CH3:10])=[C:4]([O:12][CH2:13][C:14]2[CH:19]=[CH:18][CH:17]=[CH:16][CH:15]=2)[CH:3]=1.[C:20](Cl)([O:22][CH2:23][CH:24]1[C:36]2[C:31](=[CH:32][CH:33]=[CH:34][CH:35]=2)[C:30]2[C:25]1=[CH:26][CH:27]=[CH:28][CH:29]=2)=[O:21].C(N(C(C)C)C(C)C)C. The catalyst is C1COCC1. The product is [CH:35]1[C:36]2[CH:24]([CH2:23][O:22][C:20](=[O:21])[NH:1][C:2]3[CH:7]=[CH:6][C:5]([NH:8][C:9](=[O:11])[CH3:10])=[C:4]([O:12][CH2:13][C:14]4[CH:19]=[CH:18][CH:17]=[CH:16][CH:15]=4)[CH:3]=3)[C:25]3[C:30](=[CH:29][CH:28]=[CH:27][CH:26]=3)[C:31]=2[CH:32]=[CH:33][CH:34]=1. The yield is 0.540.